From a dataset of Aqueous solubility values for 9,982 compounds from the AqSolDB database. Regression/Classification. Given a drug SMILES string, predict its absorption, distribution, metabolism, or excretion properties. Task type varies by dataset: regression for continuous measurements (e.g., permeability, clearance, half-life) or binary classification for categorical outcomes (e.g., BBB penetration, CYP inhibition). For this dataset (solubility_aqsoldb), we predict Y. (1) The molecule is CCCCCCC(C)OC(=O)COc1nc(F)c(Cl)c(N)c1Cl. The Y is -6.43 log mol/L. (2) The drug is C=CCn1ccc(NS(=O)(=O)c2ccc(N)cc2)nc1=O. The Y is -3.11 log mol/L. (3) The Y is 0.0800 log mol/L. The drug is Cn1cncc1CC(N)C(=O)O.